This data is from Reaction yield outcomes from USPTO patents with 853,638 reactions. The task is: Predict the reaction yield, written as a fraction of the theoretical maximum amount of product (1.0 means a 100% yield; for example, 0.34 means a 34% yield). (1) The reactants are [CH3:1][C:2]1[O:6][N:5]=[C:4]([C:7]2[CH:12]=[CH:11][CH:10]=[CH:9][CH:8]=2)[C:3]=1[CH2:13][O:14][C:15]1[CH:23]=[CH:22][C:18]([C:19]([OH:21])=O)=[CH:17][N:16]=1.[CH:24]1([NH2:30])[CH2:29][CH2:28][CH2:27][CH2:26][CH2:25]1. No catalyst specified. The product is [CH:24]1([NH:30][C:19](=[O:21])[C:18]2[CH:22]=[CH:23][C:15]([O:14][CH2:13][C:3]3[C:4]([C:7]4[CH:8]=[CH:9][CH:10]=[CH:11][CH:12]=4)=[N:5][O:6][C:2]=3[CH3:1])=[N:16][CH:17]=2)[CH2:29][CH2:28][CH2:27][CH2:26][CH2:25]1. The yield is 1.00. (2) The reactants are I/[CH:2]=[CH:3]/[C:4]1[CH:13]=[CH:12][C:7]([C:8]([O:10][CH3:11])=[O:9])=[CH:6][CH:5]=1.[C:14]([Si:18]([O:21][CH2:22][C:23]1[CH:28]=[CH:27][C:26]([C:29]#[CH:30])=[CH:25][CH:24]=1)([CH3:20])[CH3:19])([CH3:17])([CH3:16])[CH3:15].N(C(C)C)C(C)C. The catalyst is C1COCC1.Cl[Pd](Cl)([P](C1C=CC=CC=1)(C1C=CC=CC=1)C1C=CC=CC=1)[P](C1C=CC=CC=1)(C1C=CC=CC=1)C1C=CC=CC=1.[Cu]I. The product is [Si:18]([O:21][CH2:22][C:23]1[CH:24]=[CH:25][C:26]([C:29]#[C:30]/[CH:2]=[CH:3]/[C:4]2[CH:13]=[CH:12][C:7]([C:8]([O:10][CH3:11])=[O:9])=[CH:6][CH:5]=2)=[CH:27][CH:28]=1)([C:14]([CH3:17])([CH3:16])[CH3:15])([CH3:19])[CH3:20]. The yield is 0.866. (3) The reactants are [CH3:1][CH:2]([CH2:7][C:8](=[O:16])[NH:9][C:10]1[CH:15]=[CH:14][N:13]=[CH:12][CH:11]=1)[CH2:3][C:4]([OH:6])=O.ClC1C=[C:20]([NH:26][C:27](=[O:35])CC(C)CC(O)=O)[CH:21]=CC=1C#N.C[CH2:37][N:38]([CH:42]([CH3:44])C)[CH:39]([CH3:41])[CH3:40].CN(C(ON1N=[N:60][C:55]2[CH:56]=CC=N[C:54]1=2)=[N+](C)C)C.F[P-](F)(F)(F)(F)F.CN(C=[O:73])C. The catalyst is C(OCC)(=O)C. The product is [CH2:42]([N:38]1[C:39]2[C:40](=[CH:54][C:55]([NH:60][C:4](=[O:6])[CH2:3][CH:2]([CH3:1])[CH2:7][C:8]([NH:9][C:10]3[CH:15]=[CH:14][N:13]=[CH:12][CH:11]=3)=[O:16])=[CH:56][CH:41]=2)[C:27](=[O:35])[N:26]([CH2:20][CH3:21])[C:37]1=[O:73])[CH3:44]. The yield is 0.0551. (4) The reactants are [Cl:1][C:2]1[C:8]([O:9][C:10]2[CH:15]=[CH:14][C:13]([C:16]([F:19])([F:18])[F:17])=[CH:12][CH:11]=2)=[CH:7][C:5]([NH2:6])=[C:4]([N+:20]([O-])=O)[CH:3]=1.Cl. The catalyst is C(O)C.[Zn]. The product is [Cl:1][C:2]1[CH:3]=[C:4]([NH2:20])[C:5]([NH2:6])=[CH:7][C:8]=1[O:9][C:10]1[CH:15]=[CH:14][C:13]([C:16]([F:19])([F:17])[F:18])=[CH:12][CH:11]=1. The yield is 0.790.